This data is from NCI-60 drug combinations with 297,098 pairs across 59 cell lines. The task is: Regression. Given two drug SMILES strings and cell line genomic features, predict the synergy score measuring deviation from expected non-interaction effect. (1) Synergy scores: CSS=84.5, Synergy_ZIP=10.5, Synergy_Bliss=13.8, Synergy_Loewe=-31.4, Synergy_HSA=15.2. Cell line: K-562. Drug 1: CCC1=CC2CC(C3=C(CN(C2)C1)C4=CC=CC=C4N3)(C5=C(C=C6C(=C5)C78CCN9C7C(C=CC9)(C(C(C8N6C)(C(=O)OC)O)OC(=O)C)CC)OC)C(=O)OC.C(C(C(=O)O)O)(C(=O)O)O. Drug 2: C1=CC=C(C(=C1)C(C2=CC=C(C=C2)Cl)C(Cl)Cl)Cl. (2) Drug 1: CC1OCC2C(O1)C(C(C(O2)OC3C4COC(=O)C4C(C5=CC6=C(C=C35)OCO6)C7=CC(=C(C(=C7)OC)O)OC)O)O. Drug 2: C1=CC(=CC=C1CCCC(=O)O)N(CCCl)CCCl. Cell line: HCC-2998. Synergy scores: CSS=20.2, Synergy_ZIP=-8.32, Synergy_Bliss=-9.56, Synergy_Loewe=-11.3, Synergy_HSA=-3.91. (3) Drug 1: C1=CC(=C2C(=C1NCCNCCO)C(=O)C3=C(C=CC(=C3C2=O)O)O)NCCNCCO. Drug 2: C1=CC=C(C=C1)NC(=O)CCCCCCC(=O)NO. Cell line: SF-268. Synergy scores: CSS=48.9, Synergy_ZIP=2.35, Synergy_Bliss=4.40, Synergy_Loewe=-9.75, Synergy_HSA=5.52.